This data is from Full USPTO retrosynthesis dataset with 1.9M reactions from patents (1976-2016). The task is: Predict the reactants needed to synthesize the given product. The reactants are: [NH2:1][CH2:2][CH2:3][CH2:4][N:5]([CH2:10][C:11]1[CH:16]=[CH:15][CH:14]=[C:13]([C:17]2[CH:22]=[CH:21][N:20]=[C:19]([NH:23][CH2:24][CH2:25][C:26]3[CH:31]=[CH:30][C:29]([OH:32])=[CH:28][CH:27]=3)[N:18]=2)[CH:12]=1)[S:6]([CH3:9])(=[O:8])=[O:7].[C:33]1([S:39](Cl)(=[O:41])=[O:40])[CH:38]=[CH:37][CH:36]=[CH:35][CH:34]=1. Given the product [OH:32][C:29]1[CH:28]=[CH:27][C:26]([CH2:25][CH2:24][NH:23][C:19]2[N:18]=[C:17]([C:13]3[CH:12]=[C:11]([CH:16]=[CH:15][CH:14]=3)[CH2:10][N:5]([S:6]([CH3:9])(=[O:8])=[O:7])[CH2:4][CH2:3][CH2:2][NH:1][S:39]([C:33]3[CH:38]=[CH:37][CH:36]=[CH:35][CH:34]=3)(=[O:41])=[O:40])[CH:22]=[CH:21][N:20]=2)=[CH:31][CH:30]=1, predict the reactants needed to synthesize it.